From a dataset of Catalyst prediction with 721,799 reactions and 888 catalyst types from USPTO. Predict which catalyst facilitates the given reaction. (1) Reactant: [Cl:1]N1C(=O)CCC1=O.[CH2:9]([C:11]1[CH:17]=[C:16]([C:18]([F:27])([C:23]([F:26])([F:25])[F:24])[C:19]([F:22])([F:21])[F:20])[CH:15]=[CH:14][C:12]=1[NH2:13])[CH3:10].[OH-].[Na+]. Product: [Cl:1][C:14]1[CH:15]=[C:16]([C:18]([F:27])([C:19]([F:22])([F:21])[F:20])[C:23]([F:24])([F:25])[F:26])[CH:17]=[C:11]([CH2:9][CH3:10])[C:12]=1[NH2:13]. The catalyst class is: 4. (2) Reactant: [N:1]1([C:7]2[CH:12]=[CH:11][C:10]([NH:13][C:14]([C:16]3[C:17]([C:22]4[CH:27]=[CH:26][C:25]([C:28]([F:31])([F:30])[F:29])=[CH:24][CH:23]=4)=[CH:18][CH:19]=[CH:20][CH:21]=3)=[O:15])=[CH:9][CH:8]=2)[CH2:6][CH2:5][NH:4][CH2:3][CH2:2]1.CCN(CC)CC.[CH3:39][S:40](Cl)(=[O:42])=[O:41]. Product: [CH3:39][S:40]([N:4]1[CH2:5][CH2:6][N:1]([C:7]2[CH:8]=[CH:9][C:10]([NH:13][C:14]([C:16]3[C:17]([C:22]4[CH:27]=[CH:26][C:25]([C:28]([F:29])([F:31])[F:30])=[CH:24][CH:23]=4)=[CH:18][CH:19]=[CH:20][CH:21]=3)=[O:15])=[CH:11][CH:12]=2)[CH2:2][CH2:3]1)(=[O:42])=[O:41]. The catalyst class is: 2. (3) Reactant: [CH2:1]1[C:5]2[CH:6]=[CH:7][C:8]([O:10][CH2:11][C@H:12]3[C@H:17]([C:18]4[CH:23]=[CH:22][C:21]([F:24])=[CH:20][CH:19]=4)[CH2:16][CH2:15][N:14](C(OC(C)(C)C)=O)[CH2:13]3)=[CH:9][C:4]=2[CH2:3][O:2]1.FC(F)(F)C(O)=O.ClCCl. Product: [CH2:1]1[C:5]2[CH:6]=[CH:7][C:8]([O:10][CH2:11][C@H:12]3[C@H:17]([C:18]4[CH:19]=[CH:20][C:21]([F:24])=[CH:22][CH:23]=4)[CH2:16][CH2:15][NH:14][CH2:13]3)=[CH:9][C:4]=2[CH2:3][O:2]1. The catalyst class is: 11. (4) Reactant: [CH2:1]([C:3]1[N:7]([C:8]2[N:16]=[C:15]3[C:11]([N:12]=[C:13]([CH:18]=O)[N:14]3[CH3:17])=[C:10]([N:20]3[CH2:25][CH2:24][O:23][CH2:22][CH2:21]3)[N:9]=2)[C:6]2[CH:26]=[CH:27][CH:28]=[CH:29][C:5]=2[N:4]=1)[CH3:2].[NH:30]1[CH2:33][CH:32]([C:34]([N:36]2[CH2:40][CH2:39][CH2:38][CH2:37]2)=[O:35])[CH2:31]1.C(O[BH-](OC(=O)C)OC(=O)C)(=O)C.[Na+]. Product: [CH2:1]([C:3]1[N:7]([C:8]2[N:16]=[C:15]3[C:11]([N:12]=[C:13]([CH2:18][N:30]4[CH2:31][CH:32]([C:34]([N:36]5[CH2:37][CH2:38][CH2:39][CH2:40]5)=[O:35])[CH2:33]4)[N:14]3[CH3:17])=[C:10]([N:20]3[CH2:25][CH2:24][O:23][CH2:22][CH2:21]3)[N:9]=2)[C:6]2[CH:26]=[CH:27][CH:28]=[CH:29][C:5]=2[N:4]=1)[CH3:2]. The catalyst class is: 26. (5) Reactant: Br[CH2:2][CH:3]1[CH2:7][CH2:6][CH:5]([CH2:8][CH2:9][C:10]2[CH:15]=[C:14]([F:16])[CH:13]=[CH:12][C:11]=2[O:17][CH3:18])[O:4]1.[Na+].[I-].[C-:21]#[N:22].[K+].C(=O)(O)[O-].[Na+]. Product: [C:21]([CH2:2][C@H:3]1[CH2:7][CH2:6][C@H:5]([CH2:8][CH2:9][C:10]2[CH:15]=[C:14]([F:16])[CH:13]=[CH:12][C:11]=2[O:17][CH3:18])[O:4]1)#[N:22]. The catalyst class is: 16. (6) Reactant: [NH2:1][C:2]1[N:7]=[C:6]([C:8]2[CH:13]=[CH:12][C:11]([Cl:14])=[C:10]([O:15][CH3:16])[C:9]=2[F:17])[N:5]=[C:4]([C:18]([OH:20])=[O:19])[C:3]=1[CH:21]=[CH2:22].Br[CH2:24][C:25]1[CH:30]=[CH:29][CH:28]=[CH:27][CH:26]=1.C(=O)([O-])[O-].[Li+].[Li+]. Product: [NH2:1][C:2]1[N:7]=[C:6]([C:8]2[CH:13]=[CH:12][C:11]([Cl:14])=[C:10]([O:15][CH3:16])[C:9]=2[F:17])[N:5]=[C:4]([C:18]([O:20][CH2:24][C:25]2[CH:30]=[CH:29][CH:28]=[CH:27][CH:26]=2)=[O:19])[C:3]=1[CH:21]=[CH2:22]. The catalyst class is: 3. (7) Reactant: [Br:1][C:2]1[CH:3]=[CH:4][C:5]2[S:9](=[O:11])(=[O:10])[NH:8][CH:7]([CH3:12])[C:6]=2[CH:13]=1.C([O-])([O-])=O.[K+].[K+].Br[CH:21]([CH3:27])[C:22]([O:24][CH2:25][CH3:26])=[O:23]. Product: [Br:1][C:2]1[CH:3]=[CH:4][C:5]2[S:9](=[O:10])(=[O:11])[N:8]([CH:21]([CH3:27])[C:22]([O:24][CH2:25][CH3:26])=[O:23])[CH:7]([CH3:12])[C:6]=2[CH:13]=1. The catalyst class is: 31. (8) Reactant: Cl.C(O[C:7]([N:9](C)[CH2:10][CH2:11][O:12][CH2:13][CH2:14][O:15][CH2:16][CH2:17][O:18][CH2:19][CH2:20][O:21][CH2:22][CH2:23][C:24]([O:26][CH3:27])=[O:25])=O)(C)(C)C. Product: [CH3:7][NH:9][CH2:10][CH2:11][O:12][CH2:13][CH2:14][O:15][CH2:16][CH2:17][O:18][CH2:19][CH2:20][O:21][CH2:22][CH2:23][C:24]([O:26][CH3:27])=[O:25]. The catalyst class is: 12. (9) Reactant: C(Cl)(=O)C(Cl)=O.CS(C)=O.[OH:11][CH:12]1[CH2:16][CH2:15][N:14]([C:17]([O:19][C:20]([CH3:23])([CH3:22])[CH3:21])=[O:18])[CH2:13]1.C(N(C(C)C)CC)(C)C. Product: [O:11]=[C:12]1[CH2:16][CH2:15][N:14]([C:17]([O:19][C:20]([CH3:23])([CH3:22])[CH3:21])=[O:18])[CH2:13]1. The catalyst class is: 4. (10) Reactant: [Cl:1][C:2]1[CH:3]=[C:4]2[C:8](=[CH:9][CH:10]=1)[NH:7][C:6]([C:11]([NH:13][NH2:14])=[O:12])=[CH:5]2.[CH3:15][N:16]([CH3:26])[C:17]1[CH:22]=[CH:21][C:20]([N:23]=[C:24]=[O:25])=[CH:19][CH:18]=1. Product: [CH3:26][N:16]([C:17]1[CH:22]=[CH:21][C:20]([NH:23][C:24]([NH:14][NH:13][C:11]([C:6]2[NH:7][C:8]3[C:4]([CH:5]=2)=[CH:3][C:2]([Cl:1])=[CH:10][CH:9]=3)=[O:12])=[O:25])=[CH:19][CH:18]=1)[CH3:15]. The catalyst class is: 11.